From a dataset of Forward reaction prediction with 1.9M reactions from USPTO patents (1976-2016). Predict the product of the given reaction. (1) Given the reactants [C:1]1([N:5](C=O)[C:6](=[O:17])[C:7]2[CH:12]=[CH:11][CH:10]=[CH:9][C:8]=2[C:13]([F:16])([F:15])[F:14])[CH2:4][CH2:3][CH:2]=1.[OH-].[Na+].CCOC(C)=O.O, predict the reaction product. The product is: [C:1]1([NH:5][C:6](=[O:17])[C:7]2[CH:12]=[CH:11][CH:10]=[CH:9][C:8]=2[C:13]([F:15])([F:16])[F:14])[CH2:4][CH2:3][CH:2]=1. (2) Given the reactants S(=O)(=O)(O)[OH:2].[Br:6][C:7]1[CH:12]=[CH:11][C:10]([NH:13][C:14](=[O:18])[CH:15]=NO)=[C:9]([CH2:19][CH3:20])[CH:8]=1, predict the reaction product. The product is: [Br:6][C:7]1[CH:12]=[C:11]2[C:10](=[C:9]([CH2:19][CH3:20])[CH:8]=1)[NH:13][C:14](=[O:18])[C:15]2=[O:2]. (3) Given the reactants C(O[C:4]([C:6]1([CH2:12][CH2:13]OC)[CH2:11][CH2:10][NH:9][CH2:8][CH2:7]1)=[O:5])C.[F:16][C:17]([F:30])([F:29])[O:18][C:19]1[CH:24]=[CH:23][CH:22]=[CH:21][C:20]=1[S:25](Cl)(=[O:27])=[O:26].[F:31][C:32]([F:44])([F:43])[CH2:33][CH2:34][O:35][C:36]1[CH:41]=[CH:40][C:39]([NH2:42])=[CH:38][CH:37]=1, predict the reaction product. The product is: [F:16][C:17]([F:30])([F:29])[O:18][C:19]1[CH:24]=[CH:23][CH:22]=[CH:21][C:20]=1[S:25]([N:9]1[CH2:8][CH2:7][C:6]2([C:4](=[O:5])[N:42]([C:39]3[CH:40]=[CH:41][C:36]([O:35][CH2:34][CH2:33][C:32]([F:31])([F:43])[F:44])=[CH:37][CH:38]=3)[CH2:13][CH2:12]2)[CH2:11][CH2:10]1)(=[O:27])=[O:26]. (4) Given the reactants [Cl:1][C:2]1[CH:9]=[C:8](F)[C:7]([CH3:11])=[CH:6][C:3]=1[C:4]#[N:5].[OH:12][C@H:13]1[CH2:17][CH2:16][NH:15][C@H:14]1[CH3:18].C(=O)([O-])[O-].[Li+].[Li+].O, predict the reaction product. The product is: [Cl:1][C:2]1[CH:9]=[C:8]([N:15]2[CH2:16][CH2:17][C@H:13]([OH:12])[C@@H:14]2[CH3:18])[C:7]([CH3:11])=[CH:6][C:3]=1[C:4]#[N:5]. (5) The product is: [O:13]=[C:12]([CH:14]=[CH:1][CH:2]=[CH:3][C:4]1[CH:9]=[CH:8][CH:7]=[CH:6][CH:5]=1)[C:11]([O-:16])=[O:15].[K+:18]. Given the reactants [CH:1](=O)/[CH:2]=[CH:3]/[C:4]1[CH:9]=[CH:8][CH:7]=[CH:6][CH:5]=1.[C:11]([OH:16])(=[O:15])[C:12]([CH3:14])=[O:13].[OH-].[K+:18], predict the reaction product.